Dataset: Peptide-MHC class I binding affinity with 185,985 pairs from IEDB/IMGT. Task: Regression. Given a peptide amino acid sequence and an MHC pseudo amino acid sequence, predict their binding affinity value. This is MHC class I binding data. The peptide sequence is KILSDENYL. The MHC is HLA-A30:01 with pseudo-sequence HLA-A30:01. The binding affinity (normalized) is 0.0753.